Predict which catalyst facilitates the given reaction. From a dataset of Catalyst prediction with 721,799 reactions and 888 catalyst types from USPTO. (1) Reactant: [NH2:1][C:2]1[NH:7][C:6]2[NH:8][CH:9]=[C:10]([CH2:11][CH2:12][C:13]3[CH:30]=[CH:29][C:16]([C:17]([NH:19][C@H:20]([C:26]([OH:28])=[O:27])[CH2:21][CH2:22][C:23]([OH:25])=[O:24])=[O:18])=[CH:15][CH:14]=3)[C:5]=2[C:4](=[O:31])[N:3]=1.Cl.CCO.[OH-].[Na+:37]. Product: [Na+:37].[Na+:37].[NH2:1][C:2]1[NH:7][C:6]2[NH:8][CH:9]=[C:10]([CH2:11][CH2:12][C:13]3[CH:14]=[CH:15][C:16]([C:17]([NH:19][C@H:20]([C:26]([O-:28])=[O:27])[CH2:21][CH2:22][C:23]([O-:25])=[O:24])=[O:18])=[CH:29][CH:30]=3)[C:5]=2[C:4](=[O:31])[N:3]=1. The catalyst class is: 6. (2) Reactant: [CH2:1]([C:8]1[N:9]=[C:10]([C@@H:13]2[CH2:17][CH2:16][C@H:15]([NH2:18])[CH2:14]2)[S:11][CH:12]=1)[C:2]1[CH:7]=[CH:6][CH:5]=[CH:4][CH:3]=1.CCN(C(C)C)C(C)C.Cl[C:29]1[N:34]=[CH:33][N:32]=[C:31]2[N:35](C3CCCCO3)[N:36]=[CH:37][C:30]=12. Product: [CH2:1]([C:8]1[N:9]=[C:10]([C@@H:13]2[CH2:17][CH2:16][C@H:15]([NH:18][C:29]3[N:34]=[CH:33][N:32]=[C:31]4[NH:35][N:36]=[CH:37][C:30]=34)[CH2:14]2)[S:11][CH:12]=1)[C:2]1[CH:3]=[CH:4][CH:5]=[CH:6][CH:7]=1. The catalyst class is: 51. (3) Reactant: [F:1][C:2]([F:31])([F:30])[C:3]1[CH:8]=[C:7]([C:9]2[O:13][C:12]([C:14]3[CH:19]=[CH:18][C:17]([S:20](Cl)(=[O:22])=[O:21])=[CH:16][CH:15]=3)=[N:11][N:10]=2)[CH:6]=[CH:5][C:4]=1[C:24]1[CH:29]=[CH:28][CH:27]=[CH:26][CH:25]=1.[NH2:32][CH2:33][CH2:34][C:35]([NH2:37])=[O:36].C(N(CC)CC)C.[OH-].[Na+].Cl. Product: [F:1][C:2]([F:31])([F:30])[C:3]1[CH:8]=[C:7]([C:9]2[O:13][C:12]([C:14]3[CH:19]=[CH:18][C:17]([S:20]([NH:32][CH2:33][CH2:34][C:35]([NH2:37])=[O:36])(=[O:22])=[O:21])=[CH:16][CH:15]=3)=[N:11][N:10]=2)[CH:6]=[CH:5][C:4]=1[C:24]1[CH:29]=[CH:28][CH:27]=[CH:26][CH:25]=1. The catalyst class is: 20. (4) Reactant: [Br:1][C:2]1[CH:7]=[CH:6][C:5]([OH:8])=[C:4](I)[CH:3]=1.C(=O)([O-])[O-].[Cs+].[Cs+].N1C2C(=CC=C3C=2N=CC=C3)C=CC=1.[CH3:30][CH:31]([CH3:42])[C@@H:32]([N:35]1[CH2:40][CH2:39][CH:38]([CH3:41])[CH2:37][CH2:36]1)[CH2:33]O. Product: [Br:1][C:2]1[CH:7]=[CH:6][C:5]([O:8][CH2:33][C@H:32]([N:35]2[CH2:36][CH2:37][CH:38]([CH3:41])[CH2:39][CH2:40]2)[CH:31]([CH3:30])[CH3:42])=[CH:4][CH:3]=1. The catalyst class is: 260. (5) Product: [Cl:1][C:2]1[CH:18]=[CH:17][C:5]([NH:6][S:7]([C:10]2[CH:15]=[CH:14][C:13]([CH3:16])=[CH:12][CH:11]=2)(=[O:9])=[O:8])=[C:4]([N+:19]([O-:21])=[O:20])[CH:3]=1. Reactant: [Cl:1][C:2]1[CH:18]=[CH:17][C:5]([NH:6][S:7]([C:10]2[CH:15]=[CH:14][C:13]([CH3:16])=[CH:12][CH:11]=2)(=[O:9])=[O:8])=[CH:4][CH:3]=1.[N+:19]([O-])([OH:21])=[O:20].O. The catalyst class is: 15. (6) Reactant: [F:1][C:2]1[CH:3]=[C:4]([OH:11])[CH:5]=[CH:6][C:7]=1[N+:8]([O-:10])=[O:9].[O:12]1[CH:17]=[CH:16][CH2:15][CH2:14][CH2:13]1.C1(C)C=CC(S([O-])(=O)=O)=CC=1.[NH+]1C=CC=CC=1. Product: [O:12]1[CH2:17][CH2:16][CH2:15][CH2:14][CH:13]1[O:11][C:4]1[CH:5]=[CH:6][C:7]([N+:8]([O-:10])=[O:9])=[C:2]([F:1])[CH:3]=1. The catalyst class is: 4. (7) Reactant: [N:1]1([C:5]([C:7]2[C:17]([CH2:18][CH2:19][C@@H:20]([OH:28])[C:21]3[CH:26]=[CH:25][CH:24]=[CH:23][C:22]=3[CH3:27])=[C:16](O)[C:10]3[N:11]=[C:12]([CH3:15])[N:13]([CH3:14])[C:9]=3[CH:8]=2)=[O:6])[CH2:4][CH2:3][CH2:2]1.C1(P(C2C=CC=CC=2)C2C=CC=CC=2)C=CC=CC=1.CC(OC(/N=N/C(OC(C)C)=O)=O)C. Product: [N:1]1([C:5]([C:7]2[C:17]3[CH2:18][CH2:19][C@@H:20]([C:21]4[CH:26]=[CH:25][CH:24]=[CH:23][C:22]=4[CH3:27])[O:28][C:16]=3[C:10]3[N:11]=[C:12]([CH3:15])[N:13]([CH3:14])[C:9]=3[CH:8]=2)=[O:6])[CH2:2][CH2:3][CH2:4]1. The catalyst class is: 7. (8) Reactant: [CH3:1][O:2][C:3]1[CH:8]=[CH:7][C:6]([C:9]([NH:20][CH2:21][CH2:22][CH2:23][CH2:24][CH2:25][C:26]([N:28]2[C:39]3[C:31](=[C:32]4[C:36](=[CH:37][CH:38]=3)[NH:35][CH:34]([C:40](O)=[O:41])[CH2:33]4)[CH:30]=[CH:29]2)=[O:27])([C:14]2[CH:19]=[CH:18][CH:17]=[CH:16][CH:15]=2)[C:10](=[CH2:13])[CH:11]=[CH2:12])=[CH:5][CH:4]=1.[CH:43]1[C:47]2=[C:48]3[C:52](=[CH:53][CH:54]=[C:46]2[NH:45][CH:44]=1)[NH:51][CH:50]([C:55]([N:57]1[C:68]2[C:60](=[C:61]4[C:65](=[CH:66][CH:67]=2)[NH:64][CH:63]([C:69]([O:71][CH3:72])=[O:70])[CH2:62]4)[CH:59]=[CH:58]1)=[O:56])[CH2:49]3.[C:73](O)(C(F)(F)F)=O.C(Cl)CCl. Product: [CH3:1][O:2][C:3]1[CH:8]=[CH:7][C:6]([C:9]([NH:20][CH2:21][CH2:22][CH2:23][CH2:24][CH2:25][C:26]([N:28]2[C:39]3[C:31](=[C:32]4[C:36](=[CH:37][CH:38]=3)[NH:35][CH:34]([C:40]([N:45]3[C:46]5[C:47](=[C:48]6[C:52](=[CH:53][CH:54]=5)[NH:51][CH:50]([C:55]([N:57]5[C:68]7[C:60](=[C:61]8[C:65](=[CH:66][CH:67]=7)[NH:64][CH:63]([C:69]([O:71][CH3:72])=[O:70])[CH2:62]8)[CH:59]=[CH:58]5)=[O:56])[CH2:49]6)[CH:43]=[CH:44]3)=[O:41])[CH2:33]4)[CH:30]=[CH:29]2)=[O:27])([C:14]2[CH:15]=[CH:16][CH:17]=[CH:18][CH:19]=2)/[C:10](/[CH3:13])=[CH:11]/[CH:12]=[CH2:73])=[CH:5][CH:4]=1. The catalyst class is: 3.